This data is from Forward reaction prediction with 1.9M reactions from USPTO patents (1976-2016). The task is: Predict the product of the given reaction. (1) Given the reactants [CH3:1][O:2][C:3]1[CH:8]=[CH:7][C:6]([C:9]2[CH:14]=[CH:13][N:12]=[C:11]([NH2:15])[C:10]=2[NH2:16])=[CH:5][CH:4]=1.[CH3:17][O:18][C:19]([C:21]1[CH:22]=[CH:23][C:24]([C:27](O)=O)=[N:25][CH:26]=1)=[O:20].CN(C(ON1N=NC2C=CC=CC1=2)=[N+](C)C)C.F[P-](F)(F)(F)(F)F.CCN(C(C)C)C(C)C, predict the reaction product. The product is: [CH3:1][O:2][C:3]1[CH:8]=[CH:7][C:6]([C:9]2[CH:14]=[CH:13][N:12]=[C:11]3[NH:15][C:27]([C:24]4[CH:23]=[CH:22][C:21]([C:19]([O:18][CH3:17])=[O:20])=[CH:26][N:25]=4)=[N:16][C:10]=23)=[CH:5][CH:4]=1. (2) Given the reactants Cl.C(O[C@H](C)C([N:13]1[C:21]2[C:16](=[C:17]([F:22])[CH:18]=[CH:19][CH:20]=2)[CH2:15][CH:14]1[CH3:23])=O)C1C=CC=CC=1.ClC1N=C(Cl)C=C(OC)N=1, predict the reaction product. The product is: [F:22][C:17]1[CH:18]=[CH:19][CH:20]=[C:21]2[C:16]=1[CH2:15][CH:14]([CH3:23])[NH:13]2.